Dataset: NCI-60 drug combinations with 297,098 pairs across 59 cell lines. Task: Regression. Given two drug SMILES strings and cell line genomic features, predict the synergy score measuring deviation from expected non-interaction effect. (1) Cell line: A549. Synergy scores: CSS=38.7, Synergy_ZIP=-5.63, Synergy_Bliss=-0.262, Synergy_Loewe=3.06, Synergy_HSA=5.83. Drug 1: COC1=C(C=C2C(=C1)N=CN=C2NC3=CC(=C(C=C3)F)Cl)OCCCN4CCOCC4. Drug 2: C1CC(C1)(C(=O)O)C(=O)O.[NH2-].[NH2-].[Pt+2]. (2) Drug 1: CC1=C(C=C(C=C1)C(=O)NC2=CC(=CC(=C2)C(F)(F)F)N3C=C(N=C3)C)NC4=NC=CC(=N4)C5=CN=CC=C5. Drug 2: C(CCl)NC(=O)N(CCCl)N=O. Cell line: NCI/ADR-RES. Synergy scores: CSS=5.76, Synergy_ZIP=0.454, Synergy_Bliss=6.47, Synergy_Loewe=-0.0590, Synergy_HSA=2.02.